From a dataset of Forward reaction prediction with 1.9M reactions from USPTO patents (1976-2016). Predict the product of the given reaction. (1) Given the reactants Cl[C:2]([O:4][CH2:5][C:6]1[CH:11]=[CH:10][CH:9]=[CH:8][CH:7]=1)=[O:3].[CH3:12][O:13][C:14]([C@:16]12[CH2:23][CH2:22][CH2:21][C@H:20]1[CH2:19][N:18](CC1C=CC=CC=1)[CH2:17]2)=[O:15], predict the reaction product. The product is: [CH3:12][O:13][C:14]([C@:16]12[CH2:23][CH2:22][CH2:21][C@H:20]1[CH2:19][N:18]([C:2]([O:4][CH2:5][C:6]1[CH:11]=[CH:10][CH:9]=[CH:8][CH:7]=1)=[O:3])[CH2:17]2)=[O:15]. (2) Given the reactants [NH2:1][C:2]1[C:11]([C:12]([NH:14][C:15]2[CH:16]=[N:17][CH:18]=[C:19]([Cl:27])[C:20]=2[N:21]2[CH2:26][CH2:25][NH:24][CH2:23][CH2:22]2)=[O:13])=[C:5]2[N:6]=[CH:7][C:8]([F:10])=[CH:9][N:4]2[N:3]=1.[O:28]1[CH2:31][C:30](=O)[CH2:29]1.ClC1C=CC2N=NN(OC(=[N+](C)C)N(C)C)C=2C=1, predict the reaction product. The product is: [NH2:1][C:2]1[C:11]([C:12]([NH:14][C:15]2[CH:16]=[N:17][CH:18]=[C:19]([Cl:27])[C:20]=2[N:21]2[CH2:26][CH2:25][N:24]([CH:30]3[CH2:31][O:28][CH2:29]3)[CH2:23][CH2:22]2)=[O:13])=[C:5]2[N:6]=[CH:7][C:8]([F:10])=[CH:9][N:4]2[N:3]=1. (3) Given the reactants [C:1]([C:3]1[C:4]([N:15]2[CH2:18][CH:17]([CH2:19][C:20]([OH:22])=O)[CH2:16]2)=[N:5][C:6]([CH3:14])=[C:7]([C:9]([O:11][CH2:12][CH3:13])=[O:10])[CH:8]=1)#[N:2].CN(C(ON1N=NC2C=CC=CC1=2)=[N+](C)C)C.[B-](F)(F)(F)F.CCN(C(C)C)C(C)C.[F:54][C:55]1[CH:60]=[CH:59][C:58]([CH2:61][S:62]([NH2:65])(=[O:64])=[O:63])=[CH:57][CH:56]=1.C([O-])(O)=O.[Na+], predict the reaction product. The product is: [C:1]([C:3]1[C:4]([N:15]2[CH2:18][CH:17]([CH2:19][C:20]([NH:65][S:62]([CH2:61][C:58]3[CH:59]=[CH:60][C:55]([F:54])=[CH:56][CH:57]=3)(=[O:64])=[O:63])=[O:22])[CH2:16]2)=[N:5][C:6]([CH3:14])=[C:7]([CH:8]=1)[C:9]([O:11][CH2:12][CH3:13])=[O:10])#[N:2].